From a dataset of Full USPTO retrosynthesis dataset with 1.9M reactions from patents (1976-2016). Predict the reactants needed to synthesize the given product. (1) Given the product [NH2:5][CH2:6][C:7]1[CH:16]=[CH:15][C:14]2[C:9](=[CH:10][CH:11]=[C:12]([CH2:17][CH2:18][CH:19]([N:21]([CH2:25][CH2:26][CH3:27])[CH2:22][CH2:23][CH3:24])[CH3:20])[CH:13]=2)[CH:8]=1, predict the reactants needed to synthesize it. The reactants are: C1(=O)[N:5]([CH2:6][C:7]2[CH:16]=[CH:15][C:14]3[C:9](=[CH:10][CH:11]=[C:12]([CH2:17][CH2:18][CH:19]([N:21]([CH2:25][CH2:26][CH3:27])[CH2:22][CH2:23][CH3:24])[CH3:20])[CH:13]=3)[CH:8]=2)C(=O)C2=CC=CC=C12. (2) Given the product [CH:24]1([N:23]2[C:19]([C:16]3[CH:15]=[CH:14][C:13]([OH:12])=[CH:18][CH:17]=3)=[CH:20][C:21]([C:30]#[C:31][C:32]([O:34][CH2:35][CH3:36])=[O:33])=[N:22]2)[CH2:25][CH2:26][CH2:27][CH2:28][CH2:29]1, predict the reactants needed to synthesize it. The reactants are: B(Cl)(Cl)Cl.C([O:12][C:13]1[CH:18]=[CH:17][C:16]([C:19]2[N:23]([CH:24]3[CH2:29][CH2:28][CH2:27][CH2:26][CH2:25]3)[N:22]=[C:21]([C:30]#[C:31][C:32]([O:34][CH2:35][CH3:36])=[O:33])[CH:20]=2)=[CH:15][CH:14]=1)C1C=CC=CC=1. (3) Given the product [CH3:1][O:2][C:3]1[CH:4]=[C:5]([CH2:6][OH:7])[CH:9]=[C:10]([N+:12]([O-:14])=[O:13])[CH:11]=1, predict the reactants needed to synthesize it. The reactants are: [CH3:1][O:2][C:3]1[CH:4]=[C:5]([CH:9]=[C:10]([N+:12]([O-:14])=[O:13])[CH:11]=1)[C:6](O)=[O:7].B.C1COCC1. (4) Given the product [CH:1]([O:4][C:5]1[CH:6]=[C:7]([CH:12]=[C:13]([O:15][CH2:16][CH2:17][CH2:18][C:19]2[CH:20]=[N:21][CH:22]=[CH:23][CH:24]=2)[CH:14]=1)[C:8]([OH:10])=[O:9])([CH3:3])[CH3:2], predict the reactants needed to synthesize it. The reactants are: [CH:1]([O:4][C:5]1[CH:6]=[C:7]([CH:12]=[C:13]([O:15][CH2:16][CH2:17][CH2:18][C:19]2[CH:20]=[N:21][CH:22]=[CH:23][CH:24]=2)[CH:14]=1)[C:8]([O:10]C)=[O:9])([CH3:3])[CH3:2]. (5) The reactants are: [Br:1][C:2]1[CH:3]=[N:4][C:5](Cl)=[N:6][CH:7]=1.[O:9]1[CH2:14][CH2:13][N:12]([CH2:15][CH2:16][NH2:17])[CH2:11][CH2:10]1.CCN(C(C)C)C(C)C. Given the product [Br:1][C:2]1[CH:3]=[N:4][C:5]([NH:17][CH2:16][CH2:15][N:12]2[CH2:13][CH2:14][O:9][CH2:10][CH2:11]2)=[N:6][CH:7]=1, predict the reactants needed to synthesize it. (6) Given the product [S:39]1[C:35]2[CH:34]=[C:33]([CH:32]=[C:29]3[CH2:28][CH2:27][NH:26][CH2:31][CH2:30]3)[CH:41]=[CH:40][C:36]=2[N:37]=[CH:38]1, predict the reactants needed to synthesize it. The reactants are: C1(N2C=C(C=C3CCNCC3)N=N2)C=CC=CC=1.C(OC([N:26]1[CH2:31][CH2:30][C:29](=[CH:32][C:33]2[CH:41]=[CH:40][C:36]3[N:37]=[CH:38][S:39][C:35]=3[CH:34]=2)[CH2:28][CH2:27]1)=O)(C)(C)C. (7) The reactants are: C([O:8][C:9]1[CH:14]=[CH:13][C:12]([N:15]2[CH2:19][CH2:18][CH2:17][C:16]2=[O:20])=[CH:11][CH:10]=1)C1C=CC=CC=1.ClCCl.CO. Given the product [OH:8][C:9]1[CH:14]=[CH:13][C:12]([N:15]2[CH2:19][CH2:18][CH2:17][C:16]2=[O:20])=[CH:11][CH:10]=1, predict the reactants needed to synthesize it.